This data is from NCI-60 drug combinations with 297,098 pairs across 59 cell lines. The task is: Regression. Given two drug SMILES strings and cell line genomic features, predict the synergy score measuring deviation from expected non-interaction effect. (1) Drug 1: C1=NC2=C(N=C(N=C2N1C3C(C(C(O3)CO)O)O)F)N. Drug 2: CC1C(C(CC(O1)OC2CC(CC3=C2C(=C4C(=C3O)C(=O)C5=C(C4=O)C(=CC=C5)OC)O)(C(=O)CO)O)N)O.Cl. Cell line: TK-10. Synergy scores: CSS=21.0, Synergy_ZIP=-4.09, Synergy_Bliss=-1.24, Synergy_Loewe=-3.52, Synergy_HSA=-0.969. (2) Drug 1: C1CC(C1)(C(=O)O)C(=O)O.[NH2-].[NH2-].[Pt+2]. Drug 2: C1C(C(OC1N2C=NC(=NC2=O)N)CO)O. Cell line: SNB-19. Synergy scores: CSS=11.9, Synergy_ZIP=-2.86, Synergy_Bliss=-1.72, Synergy_Loewe=-4.50, Synergy_HSA=-1.06. (3) Drug 1: CC1=C(C(=CC=C1)Cl)NC(=O)C2=CN=C(S2)NC3=CC(=NC(=N3)C)N4CCN(CC4)CCO. Drug 2: N.N.Cl[Pt+2]Cl. Cell line: NCI/ADR-RES. Synergy scores: CSS=39.1, Synergy_ZIP=-3.53, Synergy_Bliss=-0.0922, Synergy_Loewe=-2.89, Synergy_HSA=-2.79. (4) Drug 1: CC(CN1CC(=O)NC(=O)C1)N2CC(=O)NC(=O)C2. Drug 2: CN1C2=C(C=C(C=C2)N(CCCl)CCCl)N=C1CCCC(=O)O.Cl. Cell line: HT29. Synergy scores: CSS=30.6, Synergy_ZIP=-7.00, Synergy_Bliss=-2.14, Synergy_Loewe=-11.3, Synergy_HSA=-2.61. (5) Drug 1: COC1=NC(=NC2=C1N=CN2C3C(C(C(O3)CO)O)O)N. Drug 2: COCCOC1=C(C=C2C(=C1)C(=NC=N2)NC3=CC=CC(=C3)C#C)OCCOC.Cl. Cell line: UACC-257. Synergy scores: CSS=-6.52, Synergy_ZIP=2.48, Synergy_Bliss=-0.370, Synergy_Loewe=-4.61, Synergy_HSA=-5.28.